This data is from Reaction yield outcomes from USPTO patents with 853,638 reactions. The task is: Predict the reaction yield, written as a fraction of the theoretical maximum amount of product (1.0 means a 100% yield; for example, 0.34 means a 34% yield). The reactants are [CH2:1]([C:3]1[N:4]=[C:5]([C:15]2[CH:20]=[CH:19][CH:18]=[CH:17][CH:16]=2)[C:6]([O:11]COC)=[C:7]([CH:10]=1)[CH:8]=[O:9])[CH3:2].Cl.C([O-])([O-])=O.[K+].[K+]. The catalyst is C1COCC1. The product is [CH2:1]([C:3]1[N:4]=[C:5]([C:15]2[CH:20]=[CH:19][CH:18]=[CH:17][CH:16]=2)[C:6]([OH:11])=[C:7]([CH:10]=1)[CH:8]=[O:9])[CH3:2]. The yield is 0.640.